From a dataset of Catalyst prediction with 721,799 reactions and 888 catalyst types from USPTO. Predict which catalyst facilitates the given reaction. (1) Reactant: [C:1]([C:5]1[CH:10]=[CH:9][C:8]([OH:11])=[CH:7][CH:6]=1)([CH3:4])([CH3:3])[CH3:2].C(N(CC)CC)C.Cl[P:20]1[O:24][C:23]([C:31]2[CH:36]=[CH:35][CH:34]=[CH:33][CH:32]=2)([C:25]2[CH:30]=[CH:29][CH:28]=[CH:27][CH:26]=2)[C:22]([C:43]2[CH:48]=[CH:47][CH:46]=[CH:45][CH:44]=2)([C:37]2[CH:42]=[CH:41][CH:40]=[CH:39][CH:38]=2)[O:21]1. Product: [C:1]([C:5]1[CH:6]=[CH:7][C:8]([O:11][P:20]2[O:24][C:23]([C:31]3[CH:36]=[CH:35][CH:34]=[CH:33][CH:32]=3)([C:25]3[CH:26]=[CH:27][CH:28]=[CH:29][CH:30]=3)[C:22]([C:37]3[CH:38]=[CH:39][CH:40]=[CH:41][CH:42]=3)([C:43]3[CH:44]=[CH:45][CH:46]=[CH:47][CH:48]=3)[O:21]2)=[CH:9][CH:10]=1)([CH3:4])([CH3:2])[CH3:3]. The catalyst class is: 11. (2) Reactant: Cl[C:2]1[CH:7]=[C:6]([CH3:8])[N:5]=[C:4]([NH:9][C:10]2[CH:15]=[CH:14][C:13]([N:16]3[CH:20]=[C:19]([CH3:21])[N:18]=[CH:17]3)=[C:12]([O:22][CH3:23])[CH:11]=2)[N:3]=1.[O-:24][CH2:25][CH3:26].[Na+]. Product: [CH2:25]([O:24][C:2]1[CH:7]=[C:6]([CH3:8])[N:5]=[C:4]([NH:9][C:10]2[CH:15]=[CH:14][C:13]([N:16]3[CH:20]=[C:19]([CH3:21])[N:18]=[CH:17]3)=[C:12]([O:22][CH3:23])[CH:11]=2)[N:3]=1)[CH3:26]. The catalyst class is: 8. (3) Reactant: [F:1][C:2]1[CH:7]=[CH:6][C:5]([C:8]2[S:12][C:11]3[CH:13]=[C:14]([O:17][CH3:18])[CH:15]=[CH:16][C:10]=3[C:9]=2[O:19][C:20]2[CH:25]=[CH:24][C:23](/[CH:26]=[CH:27]/[C:28]([NH:30][NH2:31])=[O:29])=[CH:22][CH:21]=2)=[C:4]([CH3:32])[CH:3]=1.[C:33](N1C=CN=C1)(N1C=CN=C1)=[O:34].Cl. Product: [F:1][C:2]1[CH:7]=[CH:6][C:5]([C:8]2[S:12][C:11]3[CH:13]=[C:14]([O:17][CH3:18])[CH:15]=[CH:16][C:10]=3[C:9]=2[O:19][C:20]2[CH:25]=[CH:24][C:23](/[CH:26]=[CH:27]/[C:28]3[O:29][C:33](=[O:34])[NH:31][N:30]=3)=[CH:22][CH:21]=2)=[C:4]([CH3:32])[CH:3]=1. The catalyst class is: 76. (4) Reactant: [CH2:1]([O:3][C:4](=[O:23])[CH2:5][CH2:6][C:7]1[CH:12]=[CH:11][CH:10]=[C:9]([N:13]2[C:17]([NH2:18])=[CH:16][C:15]([C:19]([CH3:22])([CH3:21])[CH3:20])=[N:14]2)[CH:8]=1)[CH3:2].[C:24]1([C:34](F)=[O:35])[C:33]2[C:28](=[CH:29][CH:30]=[CH:31][CH:32]=2)[CH:27]=[CH:26][CH:25]=1. Product: [CH2:1]([O:3][C:4](=[O:23])[CH2:5][CH2:6][C:7]1[CH:12]=[CH:11][CH:10]=[C:9]([N:13]2[C:17]([NH:18][C:34]([C:24]3[C:33]4[C:28](=[CH:29][CH:30]=[CH:31][CH:32]=4)[CH:27]=[CH:26][CH:25]=3)=[O:35])=[CH:16][C:15]([C:19]([CH3:22])([CH3:21])[CH3:20])=[N:14]2)[CH:8]=1)[CH3:2]. The catalyst class is: 2.